This data is from Forward reaction prediction with 1.9M reactions from USPTO patents (1976-2016). The task is: Predict the product of the given reaction. (1) Given the reactants [F:1][C:2]1[CH:7]=[CH:6][C:5]([NH:8][C@H:9]2[CH2:14][CH2:13][C@H:12]([C:15]([OH:17])=O)[CH2:11][CH2:10]2)=[CH:4][CH:3]=1.CN(C(ON1N=NC2C=CC=CC1=2)=[N+](C)C)C.[B-](F)(F)(F)F.CCN(CC)CC.[CH:47]1([N:51]2[CH2:56][CH2:55][NH:54][CH2:53][CH2:52]2)[CH2:50][CH2:49][CH2:48]1.C([O-])(O)=O.[Na+], predict the reaction product. The product is: [CH:47]1([N:51]2[CH2:56][CH2:55][N:54]([C:15]([C@H:12]3[CH2:11][CH2:10][C@H:9]([NH:8][C:5]4[CH:4]=[CH:3][C:2]([F:1])=[CH:7][CH:6]=4)[CH2:14][CH2:13]3)=[O:17])[CH2:53][CH2:52]2)[CH2:50][CH2:49][CH2:48]1. (2) Given the reactants [CH3:1][N:2]([C:10]([C:12]1[CH:17]=[CH:16][C:15]([NH:18][CH:19]([C:28]2[O:29][C:30]3[CH:37]=[CH:36][CH:35]=[CH:34][C:31]=3[C:32]=2[CH3:33])[CH2:20][O:21][C:22]2[CH:27]=[CH:26][CH:25]=[CH:24][CH:23]=2)=[CH:14][CH:13]=1)=[O:11])[CH2:3][CH2:4][C:5]([O:7]CC)=[O:6].O1CCCC1.[OH-].[Na+], predict the reaction product. The product is: [CH3:1][N:2]([C:10]([C:12]1[CH:13]=[CH:14][C:15]([NH:18][CH:19]([C:28]2[O:29][C:30]3[CH:37]=[CH:36][CH:35]=[CH:34][C:31]=3[C:32]=2[CH3:33])[CH2:20][O:21][C:22]2[CH:27]=[CH:26][CH:25]=[CH:24][CH:23]=2)=[CH:16][CH:17]=1)=[O:11])[CH2:3][CH2:4][C:5]([OH:7])=[O:6].